The task is: Regression. Given two drug SMILES strings and cell line genomic features, predict the synergy score measuring deviation from expected non-interaction effect.. This data is from NCI-60 drug combinations with 297,098 pairs across 59 cell lines. Drug 1: C1=C(C(=O)NC(=O)N1)N(CCCl)CCCl. Drug 2: C1=CC(=CC=C1C#N)C(C2=CC=C(C=C2)C#N)N3C=NC=N3. Cell line: SK-MEL-2. Synergy scores: CSS=4.15, Synergy_ZIP=-4.18, Synergy_Bliss=-5.02, Synergy_Loewe=-6.30, Synergy_HSA=-6.18.